Dataset: Peptide-MHC class I binding affinity with 185,985 pairs from IEDB/IMGT. Task: Regression. Given a peptide amino acid sequence and an MHC pseudo amino acid sequence, predict their binding affinity value. This is MHC class I binding data. (1) The peptide sequence is QTSTLYDFY. The MHC is HLA-A31:01 with pseudo-sequence HLA-A31:01. The binding affinity (normalized) is 0.0847. (2) The peptide sequence is RVYNIIQLV. The MHC is HLA-A02:01 with pseudo-sequence HLA-A02:01. The binding affinity (normalized) is 0.0861. (3) The peptide sequence is EEVQWTEM. The MHC is Mamu-B17 with pseudo-sequence Mamu-B17. The binding affinity (normalized) is 0. (4) The peptide sequence is YTTIHYKYM. The MHC is Mamu-A01 with pseudo-sequence Mamu-A01. The binding affinity (normalized) is 0.659. (5) The peptide sequence is NPTQAPVIQLHAVY. The MHC is HLA-A11:01 with pseudo-sequence HLA-A11:01. The binding affinity (normalized) is 0. (6) The peptide sequence is QRAWNIWEVE. The MHC is HLA-A32:01 with pseudo-sequence HLA-A32:01. The binding affinity (normalized) is 0.174.